Predict the product of the given reaction. From a dataset of Forward reaction prediction with 1.9M reactions from USPTO patents (1976-2016). (1) Given the reactants [Si]([O:8][CH2:9][C:10]1[N:11]=[C:12]([Cl:23])[S:13][C:14]=1[C:15]([N:17]1[CH2:22][CH2:21][O:20][CH2:19][CH2:18]1)=[O:16])(C(C)(C)C)(C)C.O.[OH:25]S(O)(=O)=O, predict the reaction product. The product is: [Cl:23][C:12]1[S:13][C:14]([C:15]([N:17]2[CH2:22][CH2:21][O:20][CH2:19][CH2:18]2)=[O:16])=[C:10]([C:9]([OH:8])=[O:25])[N:11]=1. (2) Given the reactants [Cl-].[Al+3].[Cl-].[Cl-].[CH3:5][O:6][C:7]1[CH:8]=[C:9]([C:13]2[C:14]([C:19](Cl)=[O:20])=[N:15][CH:16]=[CH:17][CH:18]=2)[CH:10]=[CH:11][CH:12]=1, predict the reaction product. The product is: [CH3:5][O:6][C:7]1[CH:12]=[CH:11][C:10]2[C:19](=[O:20])[C:14]3[C:13]([C:9]=2[CH:8]=1)=[CH:18][CH:17]=[CH:16][N:15]=3. (3) Given the reactants [CH3:1][O:2][C:3]1[C:4]([C:13]([F:16])([F:15])[F:14])=[CH:5][C:6]([N+:10]([O-:12])=[O:11])=[C:7]([OH:9])[CH:8]=1.C(=O)([O-])[O-].[K+].[K+].Br[CH2:24][C:25]([O:27][CH2:28][CH3:29])=[O:26].FC(F)(F)C(O)=O, predict the reaction product. The product is: [CH3:1][O:2][C:3]1[C:4]([C:13]([F:14])([F:15])[F:16])=[CH:5][C:6]([N+:10]([O-:12])=[O:11])=[C:7]([O:9][CH2:24][C:25]([O:27][CH2:28][CH3:29])=[O:26])[CH:8]=1.